Dataset: hERG Central: cardiac toxicity at 1µM, 10µM, and general inhibition. Task: Predict hERG channel inhibition at various concentrations. (1) The molecule is Cc1nc2ccccc2n1C1CCN(CC(=O)NCc2ccc(F)cc2)CC1. Results: hERG_inhib (hERG inhibition (general)): blocker. (2) The molecule is Cc1ccc(NC(=O)C(c2ccccc2)N2CCN(C(=O)c3ccco3)CC2)cc1. Results: hERG_inhib (hERG inhibition (general)): blocker. (3) Results: hERG_inhib (hERG inhibition (general)): blocker. The drug is CCOc1cccc(C(=O)NC(=S)Nc2ccc(N3CCN(CC)CC3)cc2)c1.